From a dataset of Forward reaction prediction with 1.9M reactions from USPTO patents (1976-2016). Predict the product of the given reaction. (1) The product is: [C:1]([O:5][C:6]([N:8]1[CH2:14][CH2:13][C:12]2[C:15]([SH:20])=[C:16]([Cl:19])[CH:17]=[CH:18][C:11]=2[CH2:10][CH2:9]1)=[O:7])([CH3:4])([CH3:2])[CH3:3]. Given the reactants [C:1]([O:5][C:6]([N:8]1[CH2:14][CH2:13][C:12]2[C:15]([S:20]C(=O)N(C)C)=[C:16]([Cl:19])[CH:17]=[CH:18][C:11]=2[CH2:10][CH2:9]1)=[O:7])([CH3:4])([CH3:3])[CH3:2].[OH-].[K+].[Cl-].[NH4+], predict the reaction product. (2) Given the reactants [C:1]([O:5][C:6](=[O:15])[NH:7][C@H:8]([CH:13]=O)[C@@H:9]([CH3:12])[CH2:10][CH3:11])([CH3:4])([CH3:3])[CH3:2].[Br:16][C:17]1[CH:18]=[C:19]2[C:24](=[CH:25][CH:26]=1)[CH:23]=[C:22]([NH2:27])[CH:21]=[CH:20]2.[BH-](OC(C)=O)(OC(C)=O)OC(C)=O.[Na+].O, predict the reaction product. The product is: [C:1]([O:5][C:6](=[O:15])[NH:7][C@H:8]([CH2:13][NH:27][C:22]1[CH:21]=[CH:20][C:19]2[C:24](=[CH:25][CH:26]=[C:17]([Br:16])[CH:18]=2)[CH:23]=1)[C@@H:9]([CH3:12])[CH2:10][CH3:11])([CH3:4])([CH3:3])[CH3:2]. (3) Given the reactants CS(O[CH2:6][CH2:7][C:8]1([CH2:21][CH2:22]OS(C)(=O)=O)[CH2:13][CH2:12][N:11]([C:14]([O:16][C:17]([CH3:20])([CH3:19])[CH3:18])=[O:15])[CH2:10][CH2:9]1)(=O)=O.[CH2:28]([NH2:35])[C:29]1[CH:34]=[CH:33][CH:32]=[CH:31][CH:30]=1, predict the reaction product. The product is: [CH2:28]([N:35]1[CH2:22][CH2:21][C:8]2([CH2:13][CH2:12][N:11]([C:14]([O:16][C:17]([CH3:20])([CH3:19])[CH3:18])=[O:15])[CH2:10][CH2:9]2)[CH2:7][CH2:6]1)[C:29]1[CH:34]=[CH:33][CH:32]=[CH:31][CH:30]=1. (4) Given the reactants [CH2:1]([C:3]1[CH:4]=[C:5]([CH:8]=[C:9]([CH3:12])[C:10]=1[OH:11])[C:6]#[N:7])[CH3:2].[CH3:13][C:14]1([CH3:21])[O:18][C@H:17]([CH2:19]O)[CH2:16][O:15]1.C1(P(C2C=CC=CC=2)C2C=CC=CC=2)C=CC=CC=1.CCOC(/N=N/C(OCC)=O)=O, predict the reaction product. The product is: [CH3:13][C:14]1([CH3:21])[O:18][C@H:17]([CH2:19][O:11][C:10]2[C:9]([CH3:12])=[CH:8][C:5]([C:6]#[N:7])=[CH:4][C:3]=2[CH2:1][CH3:2])[CH2:16][O:15]1.